From a dataset of Full USPTO retrosynthesis dataset with 1.9M reactions from patents (1976-2016). Predict the reactants needed to synthesize the given product. (1) Given the product [CH2:32]([N:11]1[C:5]2[CH:4]=[CH:3][C:2]([Cl:1])=[CH:27][C:6]=2[C@@H:7]([C:17]2[CH:22]=[CH:21][CH:20]=[C:19]([O:23][CH3:24])[C:18]=2[O:25][CH3:26])[S:8][C@H:9]([CH2:13][C:14]([OH:16])=[O:15])[C:10]1=[O:12])[CH:31]=[CH2:30], predict the reactants needed to synthesize it. The reactants are: [Cl:1][C:2]1[CH:3]=[CH:4][C:5]2[NH:11][C:10](=[O:12])[C@@H:9]([CH2:13][C:14]([OH:16])=[O:15])[S:8][C@H:7]([C:17]3[CH:22]=[CH:21][CH:20]=[C:19]([O:23][CH3:24])[C:18]=3[O:25][CH3:26])[C:6]=2[CH:27]=1.[H-].[Na+].[CH2:30](Br)[CH:31]=[CH2:32]. (2) Given the product [CH3:26][C:23]1[CH:24]=[CH:25][C:20]([C:15]2[C:14]([C:12]([NH:11][C:8]3[CH:9]=[CH:10][C:5]([NH:4][CH2:27][CH2:28][C:29]4[CH:34]=[CH:33][CH:32]=[CH:31][N:30]=4)=[CH:6][CH:7]=3)=[O:13])=[CH:19][CH:18]=[CH:17][CH:16]=2)=[CH:21][CH:22]=1, predict the reactants needed to synthesize it. The reactants are: C([N:4]([CH2:27][CH2:28][C:29]1[CH:34]=[CH:33][CH:32]=[CH:31][N:30]=1)[C:5]1[CH:10]=[CH:9][C:8]([NH:11][C:12]([C:14]2[C:15]([C:20]3[CH:25]=[CH:24][C:23]([CH3:26])=[CH:22][CH:21]=3)=[CH:16][CH:17]=[CH:18][CH:19]=2)=[O:13])=[CH:7][CH:6]=1)(=O)C.Cl.C(=O)([O-])[O-].[K+].[K+]. (3) The reactants are: [Cl:1][C:2]1[CH:7]=[C:6](F)[CH:5]=[CH:4][C:3]=1[S:9]([C@H:12]1[CH2:16][N:15]([C:17]2[N:21]([CH:22]3[CH2:27][CH2:26][O:25][CH2:24][CH2:23]3)[N:20]=[C:19]([CH3:28])[CH:18]=2)[C@H:14]([C:29]([NH:31][C:32]2([C:35]#[N:36])[CH2:34][CH2:33]2)=[O:30])[CH2:13]1)(=[O:11])=[O:10].[CH3:37][O:38][CH2:39][CH2:40][OH:41]. Given the product [C:35]([C:32]1([NH:31][C:29]([C@@H:14]2[CH2:13][C@@H:12]([S:9]([C:3]3[CH:4]=[CH:5][C:6]([O:41][CH2:40][CH2:39][O:38][CH3:37])=[CH:7][C:2]=3[Cl:1])(=[O:11])=[O:10])[CH2:16][N:15]2[C:17]2[N:21]([CH:22]3[CH2:27][CH2:26][O:25][CH2:24][CH2:23]3)[N:20]=[C:19]([CH3:28])[CH:18]=2)=[O:30])[CH2:34][CH2:33]1)#[N:36], predict the reactants needed to synthesize it. (4) Given the product [N:12]1([CH2:2][CH2:1][C:3]2[CH:8]=[C:7]([NH2:9])[CH:6]=[N:5][CH:4]=2)[CH2:16][CH2:15][CH2:14][CH2:13]1, predict the reactants needed to synthesize it. The reactants are: [C:1]([C:3]1[CH:4]=[N:5][CH:6]=[C:7]([N+:9]([O-])=O)[CH:8]=1)#[CH:2].[NH:12]1[CH2:16][CH2:15][CH2:14][CH2:13]1.